This data is from Forward reaction prediction with 1.9M reactions from USPTO patents (1976-2016). The task is: Predict the product of the given reaction. The product is: [CH:22]1([CH2:25][C:18]2([C:20]#[N:21])[CH2:19][CH:16]([CH2:15][S:14][CH2:11][CH2:12][CH3:13])[CH2:17]2)[CH2:24][CH2:23]1. Given the reactants C[Si]([N-][Si](C)(C)C)(C)C.[K+].[CH2:11]([S:14][CH2:15][CH:16]1[CH2:19][CH:18]([C:20]#[N:21])[CH2:17]1)[CH2:12][CH3:13].[CH:22]1([CH2:25]Br)[CH2:24][CH2:23]1, predict the reaction product.